Dataset: Full USPTO retrosynthesis dataset with 1.9M reactions from patents (1976-2016). Task: Predict the reactants needed to synthesize the given product. (1) Given the product [CH2:19]([CH:12]1[C:11]2[C:10]3[CH2:21][CH2:22][NH:6][CH2:7][CH2:8][C:9]=3[CH:18]=[CH:17][C:16]=2[O:15][CH2:14][CH2:13]1)[CH3:20], predict the reactants needed to synthesize it. The reactants are: C(OC([N:6]1[CH2:22][CH2:21][C:10]2[C:11]3[CH:12]([CH2:19][CH3:20])[CH2:13][CH2:14][O:15][C:16]=3[CH:17]=[CH:18][C:9]=2[CH2:8][CH2:7]1)=O)C.[OH-].[K+]. (2) Given the product [CH3:12][N:13]1[C:4]([NH2:5])=[CH:3][C:2]([C:6]2[CH:11]=[CH:10][CH:9]=[CH:8][N:7]=2)=[N:14]1, predict the reactants needed to synthesize it. The reactants are: O=[C:2]([C:6]1[CH:11]=[CH:10][CH:9]=[CH:8][N:7]=1)[CH2:3][C:4]#[N:5].[CH3:12][NH:13][NH2:14]. (3) The reactants are: [CH3:1][O:2][C:3]1[CH:18]=[CH:17][C:6]([O:7][CH2:8][CH2:9][C@H:10]2[CH2:14][O:13]C(C)(C)[O:11]2)=[CH:5][CH:4]=1. Given the product [CH3:1][O:2][C:3]1[CH:18]=[CH:17][C:6]([O:7][CH2:8][CH2:9][C@H:10]([OH:11])[CH2:14][OH:13])=[CH:5][CH:4]=1, predict the reactants needed to synthesize it.